Dataset: Retrosynthesis with 50K atom-mapped reactions and 10 reaction types from USPTO. Task: Predict the reactants needed to synthesize the given product. (1) The reactants are: COC(=O)c1cc(C)ccc1[N+](=O)[O-].O=C1CCC(=O)N1Br. Given the product COC(=O)c1cc(CBr)ccc1[N+](=O)[O-], predict the reactants needed to synthesize it. (2) Given the product COC(=O)c1cc(Cl)cc(-c2ccccn2)c1, predict the reactants needed to synthesize it. The reactants are: Brc1ccccn1.COC(=O)c1cc(Cl)cc(B2OC(C)(C)C(C)(C)O2)c1. (3) Given the product Cc1ccc2nc(-c3ccc(NC(=O)c4ccc([N+](=O)[O-])cc4)cc3)cn2c1, predict the reactants needed to synthesize it. The reactants are: Cc1ccc2nc(-c3ccc(N)cc3)cn2c1.O=C(Cl)c1ccc([N+](=O)[O-])cc1. (4) Given the product COC(=O)c1cccnc1N1CCCN(C[C@H]2COc3ccccc3O2)CC1, predict the reactants needed to synthesize it. The reactants are: COC(=O)c1cccnc1N1CCCNCC1.CS(=O)(=O)OC[C@H]1COc2ccccc2O1. (5) Given the product Cc1ccc(-c2ccc(OCCCCl)cc2)cc1, predict the reactants needed to synthesize it. The reactants are: Cc1ccc(-c2ccc(O)cc2)cc1.ClCCCBr. (6) Given the product O=C(O)c1cc2c([nH]1)C(Cc1ccccc1)CC2, predict the reactants needed to synthesize it. The reactants are: CCOC(=O)c1cc2c([nH]1)C(Cc1ccccc1)CC2. (7) Given the product C[C@@]1(/C=C/CO)S[C@@H]2CC(=O)N2[C@H]1C(=O)OC(c1ccccc1)c1ccccc1, predict the reactants needed to synthesize it. The reactants are: C[C@@]1(/C=C/C=O)S[C@@H]2CC(=O)N2[C@H]1C(=O)OC(c1ccccc1)c1ccccc1.